Task: Predict the reactants needed to synthesize the given product.. Dataset: Full USPTO retrosynthesis dataset with 1.9M reactions from patents (1976-2016) (1) Given the product [C:1]([O:5][C:6]([N:8]1[C:16]2[CH2:15][CH2:14][N:13]([C:17]([O:19][C:20]([CH3:23])([CH3:22])[CH3:21])=[O:18])[CH2:12][C:11]=2[CH:10]=[C:9]1[C:24]([OH:27])=[O:25])=[O:7])([CH3:4])([CH3:2])[CH3:3], predict the reactants needed to synthesize it. The reactants are: [C:1]([O:5][C:6]([N:8]1[C:16]2[CH2:15][CH2:14][N:13]([C:17]([O:19][C:20]([CH3:23])([CH3:22])[CH3:21])=[O:18])[CH2:12][C:11]=2[CH:10]=[C:9]1[CH:24]=[O:25])=[O:7])([CH3:4])([CH3:3])[CH3:2].Cl([O-])=[O:27].[Na+].P([O-])(O)(O)=O.[Na+].S([O-])([O-])(=O)=O.[NH4+].[NH4+]. (2) Given the product [CH3:23][O:24][C:25](=[O:32])[CH2:26][CH2:27][CH2:28][CH2:29][CH2:30][O:1][C:2]1[CH:3]=[CH:4][C:5]2[N:9]=[C:8]([C:10]3[CH:14]=[CH:13][S:12][CH:11]=3)[N:7]([C:15]3[CH:16]=[CH:17][C:18]([F:21])=[CH:19][CH:20]=3)[C:6]=2[CH:22]=1, predict the reactants needed to synthesize it. The reactants are: [OH:1][C:2]1[CH:3]=[CH:4][C:5]2[N:9]=[C:8]([C:10]3[CH:14]=[CH:13][S:12][CH:11]=3)[N:7]([C:15]3[CH:20]=[CH:19][C:18]([F:21])=[CH:17][CH:16]=3)[C:6]=2[CH:22]=1.[CH3:23][O:24][C:25](=[O:32])[CH2:26][CH2:27][CH2:28][CH2:29][CH2:30]Br.